This data is from Full USPTO retrosynthesis dataset with 1.9M reactions from patents (1976-2016). The task is: Predict the reactants needed to synthesize the given product. (1) Given the product [Br:1][C:2]1[C:3](=[O:19])[N:4]([CH:9]2[CH2:14][C:13]([CH3:16])([CH3:15])[CH2:12][C:11]([CH3:18])([CH3:17])[CH2:10]2)[N:5]=[CH:6][C:7]=1[NH:24][CH2:23][CH2:22][N:21]([CH3:25])[CH3:20], predict the reactants needed to synthesize it. The reactants are: [Br:1][C:2]1[C:3](=[O:19])[N:4]([CH:9]2[CH2:14][C:13]([CH3:16])([CH3:15])[CH2:12][C:11]([CH3:18])([CH3:17])[CH2:10]2)[N:5]=[CH:6][C:7]=1Br.[CH3:20][N:21]([CH3:25])[CH2:22][CH2:23][NH2:24]. (2) Given the product [CH3:1][C:2]1([CH3:39])[CH2:7][O:6][CH2:5][CH2:4][N:3]1[C:8]([C:10]1[N:11]=[C:12]([C:33]2[CH:37]=[CH:36][N:35]([CH3:38])[CH:34]=2)[N:13]2[C:22]3[C:17](=[CH:18][C:19]([O:31][CH3:32])=[C:20]([C:49]4[CH:50]=[CH:51][N:47]([CH3:46])[N:48]=4)[CH:21]=3)[CH2:16][CH2:15][C:14]=12)=[O:9], predict the reactants needed to synthesize it. The reactants are: [CH3:1][C:2]1([CH3:39])[CH2:7][O:6][CH2:5][CH2:4][N:3]1[C:8]([C:10]1[N:11]=[C:12]([C:33]2[CH:37]=[CH:36][N:35]([CH3:38])[CH:34]=2)[N:13]2[C:22]3[C:17](=[CH:18][C:19]([O:31][CH3:32])=[C:20](OS(C(F)(F)F)(=O)=O)[CH:21]=3)[CH2:16][CH2:15][C:14]=12)=[O:9].O1CCOCC1.[CH3:46][N:47]1[CH:51]=[CH:50][C:49](B2OC(C)(C)C(C)(C)O2)=[N:48]1.ClCCl.C(=O)([O-])[O-].[Cs+].[Cs+]. (3) The reactants are: C[Si](C)(C)[NH:3][Si](C)(C)C.C([Li])CCC.[CH3:15][O:16][C:17]1[C:24]([O:25][CH3:26])=[CH:23][CH:22]=[CH:21][C:18]=1[C:19]#[N:20].Cl. Given the product [CH3:15][O:16][C:17]1[C:24]([O:25][CH3:26])=[CH:23][CH:22]=[CH:21][C:18]=1[C:19]([NH2:3])=[NH:20], predict the reactants needed to synthesize it. (4) Given the product [OH:18][CH2:17][C@H:16]([N:15]1[CH:7]=[CH:6][C:5]2[C:10](=[CH:11][CH:12]=[CH:13][C:4]=2[N+:1]([O-:3])=[O:2])[C:9]1=[O:14])[CH3:19], predict the reactants needed to synthesize it. The reactants are: [N+:1]([C:4]1[CH:13]=[CH:12][CH:11]=[C:10]2[C:5]=1[CH:6]=[CH:7]O[C:9]2=[O:14])([O-:3])=[O:2].[NH2:15][C@H:16]([CH3:19])[CH2:17][OH:18].C(N(CC)CC)C.CO. (5) The reactants are: [N-:1]=[N+]=[N-].[Na+].[Cl:5][C:6]1[C:7]([C:17]([O:19][CH3:20])=[O:18])=[N:8][C:9]([C:13]([F:16])([F:15])[CH3:14])=[CH:10][C:11]=1Cl.CO.[BH4-].[Na+]. Given the product [NH2:1][C:11]1[CH:10]=[C:9]([C:13]([F:16])([F:15])[CH3:14])[N:8]=[C:7]([C:17]([O:19][CH3:20])=[O:18])[C:6]=1[Cl:5], predict the reactants needed to synthesize it.